This data is from NCI-60 drug combinations with 297,098 pairs across 59 cell lines. The task is: Regression. Given two drug SMILES strings and cell line genomic features, predict the synergy score measuring deviation from expected non-interaction effect. Drug 1: CC1C(C(CC(O1)OC2CC(CC3=C2C(=C4C(=C3O)C(=O)C5=C(C4=O)C(=CC=C5)OC)O)(C(=O)C)O)N)O.Cl. Drug 2: CCC(=C(C1=CC=CC=C1)C2=CC=C(C=C2)OCCN(C)C)C3=CC=CC=C3.C(C(=O)O)C(CC(=O)O)(C(=O)O)O. Cell line: SNB-19. Synergy scores: CSS=8.98, Synergy_ZIP=-1.66, Synergy_Bliss=-2.07, Synergy_Loewe=-26.8, Synergy_HSA=-2.38.